Dataset: CYP3A4 substrate classification data from Carbon-Mangels et al.. Task: Regression/Classification. Given a drug SMILES string, predict its absorption, distribution, metabolism, or excretion properties. Task type varies by dataset: regression for continuous measurements (e.g., permeability, clearance, half-life) or binary classification for categorical outcomes (e.g., BBB penetration, CYP inhibition). Dataset: cyp3a4_substrate_carbonmangels. (1) The molecule is c1ccc(C2(N3CCCCC3)CCCCC2)cc1. The result is 1 (substrate). (2) The compound is O=C(N[C@H]1CCS[C@H]2CCC[C@@H](C(=O)O)N2C1=O)[C@@H](S)Cc1ccccc1. The result is 0 (non-substrate). (3) The compound is CCCCc1oc2ccccc2c1C(=O)c1cc(I)c(OCCN(CC)CC)c(I)c1. The result is 1 (substrate). (4) The molecule is NCC[C@@H](Oc1ccc(C(F)(F)F)cc1)c1ccccc1. The result is 0 (non-substrate). (5) The molecule is CN(c1nccc(=O)[nH]1)C1CCN(c2nc3ccccc3n2Cc2ccc(F)cc2)CC1. The result is 1 (substrate). (6) The compound is CCn1cc(C(=O)O)c(=O)c2cc(F)c(N3CCNCC3)cc21. The result is 0 (non-substrate). (7) The molecule is C[C@]12C=CC(=O)C=C1CC[C@@H]1[C@@H]2CC[C@]2(C)[C@@H](O)CC[C@@H]12. The result is 1 (substrate).